Dataset: Reaction yield outcomes from USPTO patents with 853,638 reactions. Task: Predict the reaction yield, written as a fraction of the theoretical maximum amount of product (1.0 means a 100% yield; for example, 0.34 means a 34% yield). (1) The reactants are [Br:1][C:2]1[CH:9]=[CH:8][C:5]([C:6]#[N:7])=[C:4](F)[CH:3]=1.Cl.[O:12]1[CH2:16][CH2:15][C@H:14]([NH2:17])[CH2:13]1.CCN(C(C)C)C(C)C.[NH4+].[Cl-]. The catalyst is CS(C)=O. The product is [Br:1][C:2]1[CH:9]=[CH:8][C:5]([C:6]#[N:7])=[C:4]([NH:17][C@H:14]2[CH2:15][CH2:16][O:12][CH2:13]2)[CH:3]=1. The yield is 0.960. (2) The reactants are Br[C:2]1[S:3][CH:4]=[C:5]([Br:7])[N:6]=1.[NH:8]1[CH2:13][CH2:12][CH:11]([NH:14][C:15](=[O:21])[O:16][C:17]([CH3:20])([CH3:19])[CH3:18])[CH2:10][CH2:9]1. The catalyst is O1CCOCC1.O. The product is [Br:7][C:5]1[N:6]=[C:2]([N:8]2[CH2:9][CH2:10][CH:11]([NH:14][C:15](=[O:21])[O:16][C:17]([CH3:19])([CH3:18])[CH3:20])[CH2:12][CH2:13]2)[S:3][CH:4]=1. The yield is 0.880.